From a dataset of Catalyst prediction with 721,799 reactions and 888 catalyst types from USPTO. Predict which catalyst facilitates the given reaction. (1) Reactant: Cl[C:2]1[N:10]=[CH:9][N:8]=[C:7]2[C:3]=1[N:4]=[C:5]([C:11]1[CH:16]=[CH:15][C:14]([N:17]3[CH2:22][CH2:21][O:20][CH2:19][CH2:18]3)=[CH:13][CH:12]=1)[NH:6]2.O1CCOCC1.O.C([O-])([O-])=O.[K+].[K+].[CH:36]1([CH2:39][O:40][C:41]2[CH:48]=[CH:47][C:46](B3OC(C)(C)C(C)(C)O3)=[CH:45][C:42]=2[C:43]#[N:44])[CH2:38][CH2:37]1. Product: [CH:36]1([CH2:39][O:40][C:41]2[CH:48]=[CH:47][C:46]([C:2]3[N:10]=[CH:9][N:8]=[C:7]4[C:3]=3[N:4]=[C:5]([C:11]3[CH:16]=[CH:15][C:14]([N:17]5[CH2:22][CH2:21][O:20][CH2:19][CH2:18]5)=[CH:13][CH:12]=3)[NH:6]4)=[CH:45][C:42]=2[C:43]#[N:44])[CH2:38][CH2:37]1. The catalyst class is: 25. (2) Reactant: [CH3:1][S:2](Cl)(=[O:4])=[O:3].[C:6]([O:10][C:11]([NH:13][C@@:14]1([C:28]([O:30][C:31]([CH3:34])([CH3:33])[CH3:32])=[O:29])[CH2:19][C@H:18]([OH:20])[C@@H:17]2[C@H:15]1[C@H:16]2[C:21]([O:23][C:24]([CH3:27])([CH3:26])[CH3:25])=[O:22])=[O:12])([CH3:9])([CH3:8])[CH3:7].C(N(CC)CC)C. Product: [C:6]([O:10][C:11]([NH:13][C@@:14]1([C:28]([O:30][C:31]([CH3:34])([CH3:33])[CH3:32])=[O:29])[CH2:19][C@H:18]([O:20][S:2]([CH3:1])(=[O:4])=[O:3])[C@@H:17]2[C@H:15]1[C@H:16]2[C:21]([O:23][C:24]([CH3:25])([CH3:27])[CH3:26])=[O:22])=[O:12])([CH3:9])([CH3:7])[CH3:8]. The catalyst class is: 7. (3) Reactant: CC(OC([N:8](C(OC(C)(C)C)=O)[N:9]([C:17]1[C:22]([F:23])=[C:21]([NH:24][CH:25]2[CH2:30][CH2:29][O:28][CH2:27][CH2:26]2)[N:20]=[C:19]([Cl:31])[N:18]=1)C(OC(C)(C)C)=O)=O)(C)C.Cl. Product: [Cl:31][C:19]1[NH:20][C:21]([NH:24][CH:25]2[CH2:30][CH2:29][O:28][CH2:27][CH2:26]2)=[C:22]([F:23])[C:17](=[N:9][NH2:8])[N:18]=1. The catalyst class is: 71. (4) Reactant: [CH3:1][C:2]1[S:6][C:5]([NH:7][C:8]([CH2:10][N:11]([CH3:13])[CH3:12])=[O:9])=[N:4][N:3]=1.[CH3:14]C(OC(OC(OC(C)(C)C)=O)=O)(C)C. Product: [CH3:14][CH2:1][C:2]1[S:6][C:5]([NH:7][C:8]([CH2:10][N:11]([CH3:12])[CH3:13])=[O:9])=[N:4][N:3]=1. The catalyst class is: 20.